From a dataset of Peptide-MHC class I binding affinity with 185,985 pairs from IEDB/IMGT. Regression. Given a peptide amino acid sequence and an MHC pseudo amino acid sequence, predict their binding affinity value. This is MHC class I binding data. (1) The peptide sequence is FLEFSNRVY. The MHC is HLA-A68:01 with pseudo-sequence HLA-A68:01. The binding affinity (normalized) is 0.148. (2) The peptide sequence is TTDDSTSYY. The MHC is HLA-A01:01 with pseudo-sequence HLA-A01:01. The binding affinity (normalized) is 0.765. (3) The binding affinity (normalized) is 0. The MHC is HLA-A26:01 with pseudo-sequence HLA-A26:01. The peptide sequence is KSQVLQQSTY. (4) The peptide sequence is DGFGVHLAF. The MHC is HLA-A24:03 with pseudo-sequence HLA-A24:03. The binding affinity (normalized) is 0.0847.